This data is from Full USPTO retrosynthesis dataset with 1.9M reactions from patents (1976-2016). The task is: Predict the reactants needed to synthesize the given product. (1) Given the product [CH3:36][O:35][C:33]1[CH:28]=[CH:27][C:31]([NH:25][C:23]2[C:24]3[C:16]([CH3:15])=[CH:17][O:18][C:19]=3[N:20]=[CH:21][N:22]=2)=[CH:30][CH:32]=1, predict the reactants needed to synthesize it. The reactants are: C(=O)([O-])[O-].[K+].[K+].N1CCC[C@H]1C(O)=O.[CH3:15][C:16]1[C:24]2[C:23]([NH2:25])=[N:22][CH:21]=[N:20][C:19]=2[O:18][CH:17]=1.N[C:27]1[CH:31]=[C:30]([CH3:32])N[C:28]=1[C:33]([O:35][CH2:36]C)=O. (2) Given the product [F:1][CH:2]([F:16])[O:3][CH2:4][CH2:5][C:6]([C:9]1[CH:14]=[CH:13][C:12]([CH2:15][Br:37])=[CH:11][CH:10]=1)([CH3:8])[CH3:7], predict the reactants needed to synthesize it. The reactants are: [F:1][CH:2]([F:16])[O:3][CH2:4][CH2:5][C:6]([C:9]1[CH:14]=[CH:13][C:12]([CH3:15])=[CH:11][CH:10]=1)([CH3:8])[CH3:7].CC1C=CC(C(C)(C)CCC)=CC=1.C1C(=O)N([Br:37])C(=O)C1.N(C(C)(CC(C)C)C#N)=NC(C)(CC(C)C)C#N. (3) Given the product [CH2:5]([N:7]1[CH2:8][C:9]([CH3:10])([C:12]2[CH:17]=[CH:16][CH:15]=[CH:14][CH:13]=2)[O:11][C:1](=[O:2])[CH2:3]1)[CH3:6], predict the reactants needed to synthesize it. The reactants are: [CH:1]([CH:3]=O)=[O:2].[CH2:5]([NH:7][CH2:8][C:9]([C:12]1[CH:17]=[CH:16][CH:15]=[CH:14][CH:13]=1)([OH:11])[CH3:10])[CH3:6]. (4) The reactants are: [C:1]([CH2:3]/[C:4](=[CH:10]\[C:11]1[CH:16]=[CH:15][C:14]([C:17]2[CH:22]=[CH:21][C:20]([C:23]([N:25]3[CH2:29][CH2:28][CH2:27][CH2:26]3)=[O:24])=[CH:19][CH:18]=2)=[CH:13][C:12]=1[N+:30]([O-])=O)/[C:5]([O:7][CH2:8][CH3:9])=[O:6])#[N:2].C([O-])([O-])=O.[Na+].[Na+]. Given the product [NH2:2][C:1]1[CH2:3][C:4]([C:5]([O:7][CH2:8][CH3:9])=[O:6])=[CH:10][C:11]2[CH:16]=[CH:15][C:14]([C:17]3[CH:22]=[CH:21][C:20]([C:23]([N:25]4[CH2:29][CH2:28][CH2:27][CH2:26]4)=[O:24])=[CH:19][CH:18]=3)=[CH:13][C:12]=2[N:30]=1, predict the reactants needed to synthesize it. (5) Given the product [CH3:1][C:2]1[CH:20]=[CH:19][CH:18]=[CH:17][C:3]=1[CH2:4][C:5]1([CH:9]([C:11]2[CH:16]=[CH:15][CH:14]=[CH:13][N:12]=2)[OH:10])[CH2:6][CH2:7][CH2:8]1, predict the reactants needed to synthesize it. The reactants are: [CH3:1][C:2]1[CH:20]=[CH:19][CH:18]=[CH:17][C:3]=1[CH2:4][C:5]1([C:9]([C:11]2[CH:16]=[CH:15][CH:14]=[CH:13][N:12]=2)=[O:10])[CH2:8][CH2:7][CH2:6]1.[BH4-].[Na+].